From a dataset of Full USPTO retrosynthesis dataset with 1.9M reactions from patents (1976-2016). Predict the reactants needed to synthesize the given product. (1) Given the product [NH2:9][C:3]1[N:4]=[CH:5][N:6]=[C:7]([O:10][CH:11]2[CH2:12][C:13]3([CH2:14][N:15]([C:17](=[O:19])[CH:41]=[CH2:42])[CH2:16]3)[CH2:24]2)[C:2]=1[C:35]1[CH:36]=[CH:37][C:32]([O:31][C:28]2[CH:29]=[CH:30][N:25]=[CH:26][CH:27]=2)=[CH:33][CH:34]=1, predict the reactants needed to synthesize it. The reactants are: Cl[C:2]1[C:3]([NH2:9])=[N:4][CH:5]=[N:6][C:7]=1Cl.[OH:10][CH:11]1[CH2:24][C:13]2([CH2:16][N:15]([C:17]([O:19]C(C)(C)C)=O)[CH2:14]2)[CH2:12]1.[N:25]1[CH:30]=[CH:29][C:28]([O:31][C:32]2[CH:37]=[CH:36][C:35](B(O)O)=[CH:34][CH:33]=2)=[CH:27][CH:26]=1.[C:41](O)(=O)[CH:42]=C. (2) Given the product [CH2:1]([O:3][C:4]([C:6]1([NH:11][C:12]([CH:14]2[CH2:18][CH:17]([O:19][CH2:40][O:41][CH2:42][CH3:43])[CH2:16][CH:15]2[C:20](=[O:29])[N:21]([CH2:23][CH2:24][CH2:25][CH2:26][CH:27]=[CH2:28])[CH3:22])=[O:13])[CH2:8][CH:7]1[CH:9]=[CH2:10])=[O:5])[CH3:2], predict the reactants needed to synthesize it. The reactants are: [CH2:1]([O:3][C:4]([C:6]1([NH:11][C:12]([CH:14]2[CH2:18][CH:17]([OH:19])[CH2:16][CH:15]2[C:20](=[O:29])[N:21]([CH2:23][CH2:24][CH2:25][CH2:26][CH:27]=[CH2:28])[CH3:22])=[O:13])[CH2:8][CH:7]1[CH:9]=[CH2:10])=[O:5])[CH3:2].CCN(C(C)C)C(C)C.Cl[CH2:40][O:41][CH2:42][CH3:43]. (3) Given the product [N:3]1[CH:4]=[CH:5][CH:6]=[CH:7][C:2]=1[NH:1][C:41](=[O:42])[C:40]1[CH:44]=[C:36]([CH2:35][C:29]2[C:30](=[O:34])[C:31]([O:32][CH3:33])=[C:26]([O:25][CH3:24])[C:27](=[O:50])[C:28]=2[CH3:49])[CH:37]=[CH:38][C:39]=1[O:45][C:46](=[O:48])[CH3:47], predict the reactants needed to synthesize it. The reactants are: [NH2:1][C:2]1[CH:7]=[CH:6][CH:5]=[CH:4][N:3]=1.C(N(CC)CC)C.[Cl-].ClC1N(C)CC[NH+]1C.[CH3:24][O:25][C:26]1[C:27](=[O:50])[C:28]([CH3:49])=[C:29]([CH2:35][C:36]2[CH:37]=[CH:38][C:39]([O:45][C:46](=[O:48])[CH3:47])=[C:40]([CH:44]=2)[C:41](O)=[O:42])[C:30](=[O:34])[C:31]=1[O:32][CH3:33]. (4) The reactants are: [CH:1]1([C:4](=O)[CH2:5][C:6]([O:8]C)=[O:7])[CH2:3][CH2:2]1.Cl.NO.C([N:16](CC)CC)C. Given the product [CH:1]1([C:4]2[NH:16][O:8][C:6](=[O:7])[CH:5]=2)[CH2:3][CH2:2]1, predict the reactants needed to synthesize it. (5) Given the product [Cl:29][C:26]1[CH:27]=[CH:28][C:23]([C@@H:19]2[CH2:18][O:17][CH2:16][C@@H:15]3[CH2:14][CH2:13]/[C:12](=[CH:35]\[C:34]4[CH:37]=[CH:38][C:39]([N:40]5[CH:44]=[C:43]([CH3:45])[N:42]=[CH:41]5)=[C:32]([O:31][CH3:30])[CH:33]=4)/[C:21](=[O:22])[N:20]23)=[CH:24][CH:25]=1, predict the reactants needed to synthesize it. The reactants are: O.[OH-].[Li+].C(OP([CH:12]1[C:21](=[O:22])[N:20]2[C@H:15]([CH2:16][O:17][CH2:18][C@H:19]2[C:23]2[CH:28]=[CH:27][C:26]([Cl:29])=[CH:25][CH:24]=2)[CH2:14][CH2:13]1)(=O)OCC)C.[CH3:30][O:31][C:32]1[CH:33]=[C:34]([CH:37]=[CH:38][C:39]=1[N:40]1[CH:44]=[C:43]([CH3:45])[N:42]=[CH:41]1)[CH:35]=O.C(OCC)(=O)C.